Dataset: Reaction yield outcomes from USPTO patents with 853,638 reactions. Task: Predict the reaction yield, written as a fraction of the theoretical maximum amount of product (1.0 means a 100% yield; for example, 0.34 means a 34% yield). (1) The reactants are Cl[CH2:2][C:3]([N:5]([O:7][CH3:8])[CH3:6])=[O:4].S[C:10]1[CH:11]=[C:12](O)C=[CH:14][CH:15]=1.C([O-])([O-])=O.[K+].[K+].OO.C(O[K])(C)(C)C.ICCCC=C. The catalyst is CN(C=O)C.CCCC[N+](CCCC)(CCCC)CCCC.[I-]. The product is [CH3:8][O:7][N:5]([CH3:6])[C:3](=[O:4])[CH:2]=[CH:12][CH2:11][CH2:10][CH:15]=[CH2:14]. The yield is 0.770. (2) The reactants are [NH2:1][C:2]1[CH:3]=[C:4]([CH:9]=[CH:10][C:11]=1[C:12]1[CH:21]=[CH:20][C:19]2[C:14](=[CH:15][CH:16]=[C:17]([O:22][CH3:23])[CH:18]=2)[CH:13]=1)[C:5]([O:7][CH3:8])=[O:6].CCN(C(C)C)C(C)C.[CH2:33]([O:36][CH2:37][CH2:38]Br)[CH2:34]Br. The catalyst is C1(C)C=CC=CC=1. The product is [CH3:23][O:22][C:17]1[CH:18]=[C:19]2[C:14](=[CH:15][CH:16]=1)[CH:13]=[C:12]([C:11]1[CH:10]=[CH:9][C:4]([C:5]([O:7][CH3:8])=[O:6])=[CH:3][C:2]=1[N:1]1[CH2:38][CH2:37][O:36][CH2:33][CH2:34]1)[CH:21]=[CH:20]2. The yield is 0.810. (3) The reactants are [C:1]([O:5][C:6]([N:8]1[C:16]2[C:11](=[C:12]([CH3:17])[CH:13]=[CH:14][CH:15]=2)[CH:10]=[C:9]1[C:18]([O:20][CH3:21])=[O:19])=[O:7])([CH3:4])([CH3:3])[CH3:2].C1C(=O)N([Br:29])C(=O)C1. The catalyst is C(Cl)(Cl)(Cl)Cl.CC(N=NC(C#N)(C)C)(C#N)C. The product is [Br:29][CH2:17][C:12]1[CH:13]=[CH:14][CH:15]=[C:16]2[C:11]=1[CH:10]=[C:9]([C:18]([O:20][CH3:21])=[O:19])[N:8]2[C:6]([O:5][C:1]([CH3:4])([CH3:3])[CH3:2])=[O:7]. The yield is 0.720. (4) The catalyst is CO. The reactants are Cl[C:2]1[C:28]([CH3:29])=[CH:27][C:5]2[N:6]=[C:7]3[C:12]([N:13]([CH2:14][CH2:15][CH2:16][CH2:17][CH2:18][CH2:19][C:20]([O:22]CC)=[O:21])[C:4]=2[CH:3]=1)=[N:11][C:10](=[O:25])[NH:9][C:8]3=[O:26].[CH3:30][O-:31].[Na+].C(O)(=O)C. The yield is 0.530. The product is [CH3:30][O:31][C:2]1[C:28]([CH3:29])=[CH:27][C:5]2[N:6]=[C:7]3[C:12]([N:13]([CH2:14][CH2:15][CH2:16][CH2:17][CH2:18][CH2:19][C:20]([OH:22])=[O:21])[C:4]=2[CH:3]=1)=[N:11][C:10](=[O:25])[NH:9][C:8]3=[O:26]. (5) The reactants are [NH2:1][C:2]1[CH:3]=[C:4]([NH:10][C:11]([NH:13][CH:14]2[CH2:19][CH2:18][CH2:17][CH2:16][CH2:15]2)=[O:12])[CH:5]=[C:6]([Cl:9])[C:7]=1[OH:8].[N+:20]([C:23]1[CH:28]=[CH:27][CH:26]=[CH:25][C:24]=1[S:29](Cl)(=[O:31])=[O:30])([O-:22])=[O:21]. No catalyst specified. The product is [Cl:9][C:6]1[C:7]([OH:8])=[C:2]([NH:1][S:29]([C:24]2[CH:25]=[CH:26][CH:27]=[CH:28][C:23]=2[N+:20]([O-:22])=[O:21])(=[O:30])=[O:31])[CH:3]=[C:4]([NH:10][C:11]([NH:13][CH:14]2[CH2:15][CH2:16][CH2:17][CH2:18][CH2:19]2)=[O:12])[CH:5]=1. The yield is 0.480. (6) The reactants are [Br:1][C:2]1[CH:7]=[CH:6][C:5]([CH2:8][C:9]([O:11][CH3:12])=[O:10])=[CH:4][CH:3]=1.[CH3:13][C:14]([O-])(C)[CH3:15].[K+].IC(C)C. The catalyst is CN(C=O)C. The product is [Br:1][C:2]1[CH:3]=[CH:4][C:5]([CH:8]([CH:14]([CH3:15])[CH3:13])[C:9]([O:11][CH3:12])=[O:10])=[CH:6][CH:7]=1. The yield is 0.480.